This data is from NCI-60 drug combinations with 297,098 pairs across 59 cell lines. The task is: Regression. Given two drug SMILES strings and cell line genomic features, predict the synergy score measuring deviation from expected non-interaction effect. (1) Drug 1: C1CCC(C1)C(CC#N)N2C=C(C=N2)C3=C4C=CNC4=NC=N3. Drug 2: COC1=C2C(=CC3=C1OC=C3)C=CC(=O)O2. Cell line: MCF7. Synergy scores: CSS=7.87, Synergy_ZIP=-0.110, Synergy_Bliss=3.80, Synergy_Loewe=1.49, Synergy_HSA=2.43. (2) Synergy scores: CSS=7.95, Synergy_ZIP=-4.39, Synergy_Bliss=-3.97, Synergy_Loewe=-15.3, Synergy_HSA=-6.63. Cell line: MDA-MB-435. Drug 2: CCCCC(=O)OCC(=O)C1(CC(C2=C(C1)C(=C3C(=C2O)C(=O)C4=C(C3=O)C=CC=C4OC)O)OC5CC(C(C(O5)C)O)NC(=O)C(F)(F)F)O. Drug 1: CN1C(=O)N2C=NC(=C2N=N1)C(=O)N. (3) Drug 1: CCCCC(=O)OCC(=O)C1(CC(C2=C(C1)C(=C3C(=C2O)C(=O)C4=C(C3=O)C=CC=C4OC)O)OC5CC(C(C(O5)C)O)NC(=O)C(F)(F)F)O. Drug 2: CC(C)CN1C=NC2=C1C3=CC=CC=C3N=C2N. Cell line: HCT-15. Synergy scores: CSS=66.1, Synergy_ZIP=-4.33, Synergy_Bliss=-9.71, Synergy_Loewe=-5.16, Synergy_HSA=-8.80. (4) Drug 1: CCC1(CC2CC(C3=C(CCN(C2)C1)C4=CC=CC=C4N3)(C5=C(C=C6C(=C5)C78CCN9C7C(C=CC9)(C(C(C8N6C=O)(C(=O)OC)O)OC(=O)C)CC)OC)C(=O)OC)O.OS(=O)(=O)O. Drug 2: CC1=C2C(C(=O)C3(C(CC4C(C3C(C(C2(C)C)(CC1OC(=O)C(C(C5=CC=CC=C5)NC(=O)OC(C)(C)C)O)O)OC(=O)C6=CC=CC=C6)(CO4)OC(=O)C)O)C)O. Cell line: UO-31. Synergy scores: CSS=4.08, Synergy_ZIP=-0.800, Synergy_Bliss=1.16, Synergy_Loewe=1.20, Synergy_HSA=0.833. (5) Drug 1: CC1=C(C=C(C=C1)NC2=NC=CC(=N2)N(C)C3=CC4=NN(C(=C4C=C3)C)C)S(=O)(=O)N.Cl. Drug 2: CN(C)C1=NC(=NC(=N1)N(C)C)N(C)C. Cell line: NCI-H226. Synergy scores: CSS=0.711, Synergy_ZIP=-1.65, Synergy_Bliss=-3.97, Synergy_Loewe=-22.9, Synergy_HSA=-6.33. (6) Drug 1: CC1=CC=C(C=C1)C2=CC(=NN2C3=CC=C(C=C3)S(=O)(=O)N)C(F)(F)F. Drug 2: C1CNP(=O)(OC1)N(CCCl)CCCl. Cell line: BT-549. Synergy scores: CSS=-1.28, Synergy_ZIP=2.78, Synergy_Bliss=4.82, Synergy_Loewe=-1.08, Synergy_HSA=-1.30. (7) Drug 1: C1=CN(C(=O)N=C1N)C2C(C(C(O2)CO)O)O.Cl. Drug 2: C1=NC2=C(N1)C(=S)N=CN2. Cell line: MALME-3M. Synergy scores: CSS=29.9, Synergy_ZIP=-6.55, Synergy_Bliss=-7.92, Synergy_Loewe=-4.17, Synergy_HSA=-2.12. (8) Drug 1: CC1OCC2C(O1)C(C(C(O2)OC3C4COC(=O)C4C(C5=CC6=C(C=C35)OCO6)C7=CC(=C(C(=C7)OC)O)OC)O)O. Drug 2: CC1CCC2CC(C(=CC=CC=CC(CC(C(=O)C(C(C(=CC(C(=O)CC(OC(=O)C3CCCCN3C(=O)C(=O)C1(O2)O)C(C)CC4CCC(C(C4)OC)O)C)C)O)OC)C)C)C)OC. Cell line: MDA-MB-231. Synergy scores: CSS=34.5, Synergy_ZIP=-2.92, Synergy_Bliss=-3.40, Synergy_Loewe=3.92, Synergy_HSA=4.80. (9) Drug 1: CCCCC(=O)OCC(=O)C1(CC(C2=C(C1)C(=C3C(=C2O)C(=O)C4=C(C3=O)C=CC=C4OC)O)OC5CC(C(C(O5)C)O)NC(=O)C(F)(F)F)O. Drug 2: C1=NC(=NC(=O)N1C2C(C(C(O2)CO)O)O)N. Cell line: CAKI-1. Synergy scores: CSS=58.0, Synergy_ZIP=13.7, Synergy_Bliss=9.08, Synergy_Loewe=-2.51, Synergy_HSA=10.2.